Dataset: Reaction yield outcomes from USPTO patents with 853,638 reactions. Task: Predict the reaction yield, written as a fraction of the theoretical maximum amount of product (1.0 means a 100% yield; for example, 0.34 means a 34% yield). (1) The reactants are [C:1]1([CH:7](O)[CH:8]=[CH:9][CH3:10])[CH:6]=[CH:5][CH:4]=[CH:3][CH:2]=1.Cl.CC[O:15]CC.C(=O)(O)[O-].[Na+]. The catalyst is O1CCOCC1. The product is [C:1]1([CH:7]=[CH:8][CH:9]([OH:15])[CH3:10])[CH:6]=[CH:5][CH:4]=[CH:3][CH:2]=1. The yield is 0.968. (2) The reactants are Br[CH2:2][C:3]1[C:4]([F:15])=[CH:5][CH:6]=[C:7]2[C:12]=1[N:11]=[C:10]([O:13][CH3:14])[CH:9]=[CH:8]2.[C-:16]#[N:17].[K+]. The catalyst is CN(C=O)C. The product is [F:15][C:4]1[C:3]([CH2:2][C:16]#[N:17])=[C:12]2[C:7]([CH:8]=[CH:9][C:10]([O:13][CH3:14])=[N:11]2)=[CH:6][CH:5]=1. The yield is 1.00. (3) The reactants are [CH3:1][O:2][C:3](=[O:21])[CH:4]([C:9]1[C:14]([N+:15]([O-:17])=[O:16])=[CH:13][CH:12]=[CH:11][C:10]=1[N+:18]([O-:20])=[O:19])C(OC)=O.Cl(O)(=O)(=O)=O.C(OCC)(=O)C.CO. The catalyst is C(O)(=O)C. The product is [CH3:1][O:2][C:3](=[O:21])[CH2:4][C:9]1[C:14]([N+:15]([O-:17])=[O:16])=[CH:13][CH:12]=[CH:11][C:10]=1[N+:18]([O-:20])=[O:19]. The yield is 0.890.